This data is from Reaction yield outcomes from USPTO patents with 853,638 reactions. The task is: Predict the reaction yield, written as a fraction of the theoretical maximum amount of product (1.0 means a 100% yield; for example, 0.34 means a 34% yield). (1) The reactants are CC(C)([O-:4])C.[K+].C[O:8][C:9](=[O:21])[C:10]([C:12]1[C:20]2[C:15](=[CH:16][CH:17]=[CH:18][CH:19]=2)[NH:14][CH:13]=1)=O.[Cl:22][C:23]1[C:24]([CH2:37][C:38]([NH2:40])=[O:39])=[C:25]2[C:30](=[CH:31][CH:32]=1)[N:29]=[CH:28][C:27]([CH2:33][N:34]([CH3:36])[CH3:35])=[N:26]2.[NH4+].[Cl-]. The catalyst is O1CCCC1.CCOC(C)=O. The product is [Cl:22][C:23]1[C:24]([C:37]2[C:38](=[O:39])[NH:40][C:9](=[O:21])[C:10]=2[C:12]2[C:20]3[C:15](=[CH:16][CH:17]=[CH:18][CH:19]=3)[NH:14][CH:13]=2)=[C:25]2[C:30](=[CH:31][CH:32]=1)[N:29]=[CH:28][C:27]([CH2:33][N:34]([CH3:35])[CH3:36])=[N:26]2.[CH3:35][N:34]([CH2:33][C:27]1[CH:28]=[N:29][C:30]2[C:25]([N:26]=1)=[C:24]([C:37]1[C:38](=[O:39])[NH:40][C:9](=[O:8])[C:10]=1[C:12]1[C:20]3[C:15](=[CH:16][CH:17]=[CH:18][CH:19]=3)[NH:14][CH:13]=1)[C:23]([OH:4])=[CH:32][CH:31]=2)[CH3:36]. The yield is 0.270. (2) The reactants are [N+:1]([C:4]1[CH:11]=[CH:10][CH:9]=[C:6]([C:7]#[N:8])[C:5]=1[C:12]#[N:13])([O-])=O.C(=O)([O-])[O-].[K+].[K+].[CH3:20][N:21]1[CH2:26][CH2:25]N[CH2:23][CH2:22]1. The catalyst is O. The product is [CH3:20][N:21]1[CH2:26][CH2:25][N:1]([C:4]2[CH:11]=[CH:10][CH:9]=[C:6]([C:7]#[N:8])[C:5]=2[C:12]#[N:13])[CH2:23][CH2:22]1. The yield is 0.540. (3) The reactants are Cl[C:2]1[CH:16]=[CH:15][C:5]([C:6]([NH:8][CH2:9][CH2:10][CH2:11][C:12]([OH:14])=[O:13])=[O:7])=[C:4]([OH:17])[CH:3]=1.[OH-].[Na+:19]. The catalyst is C(O)(C)C. The product is [OH:17][C:4]1[CH:3]=[CH:2][CH:16]=[CH:15][C:5]=1[C:6]([NH:8][CH2:9][CH2:10][CH2:11][C:12]([O-:14])=[O:13])=[O:7].[Na+:19]. The yield is 0.920. (4) The reactants are [F:1][C:2]1[CH:3]=[C:4]([CH:36]=[CH:37][C:38]=1[F:39])[CH2:5][N:6]1[C:15](=[O:16])[C:14]([C:17]2[NH:22][C:21]3[CH:23]=[CH:24][C:25]([NH:27][S:28]([CH3:31])(=[O:30])=[O:29])=[CH:26][C:20]=3[S:19](=[O:33])(=[O:32])[N:18]=2)=[C:13]([OH:34])[C@H:12]2[C@@H:7]1[C@H:8]1[CH2:35][C@@H:11]2[CH2:10][CH2:9]1.[C:40](=O)([O-])[O-].[K+].[K+].IC. The catalyst is CN(C)C=O. The product is [F:1][C:2]1[CH:3]=[C:4]([CH:36]=[CH:37][C:38]=1[F:39])[CH2:5][N:6]1[C:15](=[O:16])[C:14]([C:17]2[NH:22][C:21]3[CH:23]=[CH:24][C:25]([N:27]([CH3:40])[S:28]([CH3:31])(=[O:29])=[O:30])=[CH:26][C:20]=3[S:19](=[O:33])(=[O:32])[N:18]=2)=[C:13]([OH:34])[C@H:12]2[C@@H:7]1[C@H:8]1[CH2:35][C@@H:11]2[CH2:10][CH2:9]1. The yield is 0.770. (5) The reactants are Cl[C:2]1[N:10]=[C:9]([N:11]2[C:15]3[CH:16]=[C:17]([C:20]#[N:21])[CH:18]=[CH:19][C:14]=3[N:13]=[CH:12]2)[N:8]=[C:7]2[C:3]=1[NH:4][C:5](=[O:30])[N:6]2[CH:22]([C:24]1[CH:25]=[N:26][CH:27]=[CH:28][CH:29]=1)[CH3:23].Cl.[F:32][C:33]1([F:37])[CH2:36][NH:35][CH2:34]1. No catalyst specified. The product is [F:32][C:33]1([F:37])[CH2:36][N:35]([C:2]2[N:10]=[C:9]([N:11]3[C:15]4[CH:16]=[C:17]([C:20]#[N:21])[CH:18]=[CH:19][C:14]=4[N:13]=[CH:12]3)[N:8]=[C:7]3[C:3]=2[NH:4][C:5](=[O:30])[N:6]3[CH:22]([C:24]2[CH:25]=[N:26][CH:27]=[CH:28][CH:29]=2)[CH3:23])[CH2:34]1. The yield is 0.570. (6) The reactants are [Cl:1][C:2]1[CH:3]=[CH:4][C:5]([N+:10]([O-:12])=[O:11])=[C:6]([CH:9]=1)[CH2:7]O.C(N(CC)CC)C.S(Cl)([Cl:22])=O. The catalyst is ClCCl. The product is [Cl:1][C:2]1[CH:3]=[CH:4][C:5]([N+:10]([O-:12])=[O:11])=[C:6]([CH2:7][Cl:22])[CH:9]=1. The yield is 0.990. (7) The catalyst is CO. The yield is 0.760. The product is [OH:14][C:15]1[C:29]([NH:30][C:31]2[C:32](=[O:37])[C:33](=[O:36])[C:34]=2[NH:13][C@@H:7]([C:5]2[O:6][C:2]([CH3:1])=[CH:3][CH:4]=2)[C:8]2([CH3:12])[CH2:9][O:10][CH2:11]2)=[CH:28][CH:27]=[CH:26][C:16]=1[C:17]([CH2:19][NH:20][CH2:21][C:22]([O:24][CH3:25])=[O:23])=[O:18]. The reactants are [CH3:1][C:2]1[O:6][C:5]([C@H:7]([NH2:13])[C:8]2([CH3:12])[CH2:11][O:10][CH2:9]2)=[CH:4][CH:3]=1.[OH:14][C:15]1[C:29]([NH:30][C:31]2[C:34](=O)[C:33](=[O:36])[C:32]=2[O:37]C)=[CH:28][CH:27]=[CH:26][C:16]=1[C:17]([CH2:19][NH:20][CH2:21][C:22]([O:24][CH3:25])=[O:23])=[O:18]. (8) The reactants are [Cl:1][C:2]1[CH:3]=[C:4]2[C:9](=[CH:10][C:11]=1[O:12][C:13]1[CH:18]=[CH:17][C:16]([C:19](=[O:36])[NH:20][CH2:21][CH2:22][C:23]3[CH:28]=[CH:27][CH:26]=[C:25]([O:29][C:30]4[CH:35]=[CH:34][CH:33]=[CH:32][CH:31]=4)[CH:24]=3)=[CH:15][CH:14]=1)[O:8][CH2:7][CH2:6][CH:5]2[C:37]([OH:39])=[O:38].C[O-].[Na+:42]. The catalyst is O1CCCC1. The product is [Cl:1][C:2]1[CH:3]=[C:4]2[C:9](=[CH:10][C:11]=1[O:12][C:13]1[CH:14]=[CH:15][C:16]([C:19](=[O:36])[NH:20][CH2:21][CH2:22][C:23]3[CH:28]=[CH:27][CH:26]=[C:25]([O:29][C:30]4[CH:31]=[CH:32][CH:33]=[CH:34][CH:35]=4)[CH:24]=3)=[CH:17][CH:18]=1)[O:8][CH2:7][CH2:6][CH:5]2[C:37]([O-:39])=[O:38].[Na+:42]. The yield is 0.988.